Predict the product of the given reaction. From a dataset of Forward reaction prediction with 1.9M reactions from USPTO patents (1976-2016). (1) Given the reactants [C:1]([NH:7][C:8]1[N:9]=[C:10](C2N=CNN=2)[C:11]2[CH:17]=[C:16]([Br:18])[CH:15]=[N:14][C:12]=2[N:13]=1)(=[O:6])[C:2]([CH3:5])([CH3:4])[CH3:3].[NH:24]1[CH2:29][CH2:28][O:27][CH2:26][CH2:25]1.O, predict the reaction product. The product is: [C:1]([NH:7][C:8]1[N:9]=[C:10]([N:24]2[CH2:29][CH2:28][O:27][CH2:26][CH2:25]2)[C:11]2[CH:17]=[C:16]([Br:18])[CH:15]=[N:14][C:12]=2[N:13]=1)(=[O:6])[C:2]([CH3:3])([CH3:4])[CH3:5]. (2) Given the reactants [C:1]([O:5][C:6]([N:8]1[CH2:13][CH2:12][C:11]([C:21]#[N:22])([C:14]2[C:15](Cl)=[N:16][CH:17]=[CH:18][CH:19]=2)[CH2:10][CH2:9]1)=[O:7])([CH3:4])([CH3:3])[CH3:2].C(O[AlH-](OC(C)(C)C)OC(C)(C)C)(C)(C)C.[Li+].[OH-].[Na+].O, predict the reaction product. The product is: [C:1]([O:5][C:6]([N:8]1[CH2:13][CH2:12][C:11]2([C:14]3[C:15](=[N:16][CH:17]=[CH:18][CH:19]=3)[NH:22][CH2:21]2)[CH2:10][CH2:9]1)=[O:7])([CH3:4])([CH3:3])[CH3:2]. (3) Given the reactants [F:1][C:2]1[CH:7]=[CH:6][C:5]([C:8](=O)[CH:9]([C:16]2[CH:21]=[CH:20][CH:19]=[CH:18][CH:17]=2)[CH2:10][C:11](=O)[CH:12]([CH3:14])[CH3:13])=[CH:4][CH:3]=1.[NH2:23][CH2:24][CH2:25][C@H:26]1[O:31][C:30]([CH3:33])([CH3:32])[O:29][C@@H:28]([CH2:34][C:35]([O:37][C:38]([CH3:41])([CH3:40])[CH3:39])=[O:36])[CH2:27]1, predict the reaction product. The product is: [F:1][C:2]1[CH:7]=[CH:6][C:5]([C:8]2[N:23]([CH2:24][CH2:25][C@H:26]3[O:31][C:30]([CH3:33])([CH3:32])[O:29][C@@H:28]([CH2:34][C:35]([O:37][C:38]([CH3:41])([CH3:40])[CH3:39])=[O:36])[CH2:27]3)[C:11]([CH:12]([CH3:14])[CH3:13])=[CH:10][C:9]=2[C:16]2[CH:21]=[CH:20][CH:19]=[CH:18][CH:17]=2)=[CH:4][CH:3]=1. (4) Given the reactants [Cl:1][C:2]1[CH:3]=[C:4]([S:8]([N:11]2[C:16]3[CH:17]=[C:18]([C:21](O)=[O:22])[CH:19]=[CH:20][C:15]=3[O:14][CH2:13][CH2:12]2)(=[O:10])=[O:9])[CH:5]=[CH:6][CH:7]=1.[NH2:24][C:25]1[S:26][CH:27]=[C:28]([CH2:30][C:31]([O:33][CH2:34][CH3:35])=[O:32])[N:29]=1, predict the reaction product. The product is: [CH2:34]([O:33][C:31](=[O:32])[CH2:30][C:28]1[N:29]=[C:25]([NH:24][C:21]([C:18]2[CH:19]=[CH:20][C:15]3[O:14][CH2:13][CH2:12][N:11]([S:8]([C:4]4[CH:5]=[CH:6][CH:7]=[C:2]([Cl:1])[CH:3]=4)(=[O:9])=[O:10])[C:16]=3[CH:17]=2)=[O:22])[S:26][CH:27]=1)[CH3:35]. (5) Given the reactants Cl[C:2]1[N:3]=[CH:4][C:5](I)=[C:6]2[C:11]=1[N:10]=[C:9]([CH3:12])[CH:8]=[CH:7]2.[F:14][C:15]1[CH:16]=[N:17][CH:18]=[C:19](B(O)O)[CH:20]=1.[NH2:24][C:25]1[N:26]=[C:27]([CH3:30])[S:28][CH:29]=1, predict the reaction product. The product is: [F:14][C:15]1[CH:20]=[C:19]([C:5]2[CH:4]=[N:3][C:2]([NH:24][C:25]3[N:26]=[C:27]([CH3:30])[S:28][CH:29]=3)=[C:11]3[C:6]=2[CH:7]=[CH:8][C:9]([CH3:12])=[N:10]3)[CH:18]=[N:17][CH:16]=1. (6) The product is: [CH2:1]([N:3]1[C:7]2[NH:8][CH2:9][CH2:10][S:11][CH:12]([C:13]3[CH:21]=[CH:20][C:16]([C:17]([Cl:31])=[O:18])=[CH:15][C:14]=3[CH3:22])[C:6]=2[C:5]([C:23]2[CH:28]=[CH:27][CH:26]=[CH:25][N:24]=2)=[N:4]1)[CH3:2]. Given the reactants [CH2:1]([N:3]1[C:7]2[NH:8][CH2:9][CH2:10][S:11][CH:12]([C:13]3[CH:21]=[CH:20][C:16]([C:17](O)=[O:18])=[CH:15][C:14]=3[CH3:22])[C:6]=2[C:5]([C:23]2[CH:28]=[CH:27][CH:26]=[CH:25][N:24]=2)=[N:4]1)[CH3:2].S(Cl)([Cl:31])=O.CN(C=O)C, predict the reaction product. (7) The product is: [CH3:1][O:2][C:3]1[CH:4]=[CH:5][C:6]([C:17]2[CH:18]=[CH:19][C:20](=[O:23])[NH:21][N:22]=2)=[C:7]2[C:12]=1[N:11]=[C:10]([C:13]([F:14])([F:15])[F:16])[CH:9]=[CH:8]2. Given the reactants [CH3:1][O:2][C:3]1[CH:4]=[CH:5][C:6]([C:17]2[CH2:18][CH2:19][C:20](=[O:23])[NH:21][N:22]=2)=[C:7]2[C:12]=1[N:11]=[C:10]([C:13]([F:16])([F:15])[F:14])[CH:9]=[CH:8]2.[N+](C1C=C(S([O-])(=O)=O)C=CC=1)([O-])=O.[Na+].Cl, predict the reaction product. (8) The product is: [NH2:1][C:2]1[CH:3]=[C:4]([C:9]2[CH:14]=[C:13]([N:26]3[CH2:31][CH2:30][O:29][CH2:28][CH2:27]3)[N:12]=[C:11]([NH:16][CH2:17][CH2:18][OH:19])[CH:10]=2)[C:5]([CH3:8])=[N:6][CH:7]=1. Given the reactants [NH2:1][C:2]1[CH:3]=[C:4]([C:9]2[CH:14]=[C:13](F)[N:12]=[C:11]([NH:16][CH2:17][CH2:18][OH:19])[CH:10]=2)[C:5]([CH3:8])=[N:6][CH:7]=1.C(=O)([O-])[O-].[K+].[K+].[NH:26]1[CH2:31][CH2:30][O:29][CH2:28][CH2:27]1, predict the reaction product. (9) Given the reactants Br[C:2]1[CH:3]=[C:4]([NH:8][CH:9]([C:13]2[CH:18]=[CH:17][CH:16]=[CH:15][CH:14]=2)[C:10]([NH2:12])=[O:11])[CH:5]=[N:6][CH:7]=1.[Cl:19][C:20]1[CH:21]=[C:22](B(O)O)[CH:23]=[N:24][CH:25]=1.C([O-])([O-])=O.[K+].[K+], predict the reaction product. The product is: [Cl:19][C:20]1[CH:21]=[C:22]([C:2]2[CH:7]=[N:6][CH:5]=[C:4]([NH:8][CH:9]([C:13]3[CH:18]=[CH:17][CH:16]=[CH:15][CH:14]=3)[C:10]([NH2:12])=[O:11])[CH:3]=2)[CH:23]=[N:24][CH:25]=1. (10) Given the reactants [CH3:1][N:2](C)C=O.Cl[C:7]1[N:12]=[CH:11][N:10]=[C:9]([N:13]([CH3:19])[CH2:14][C:15]([F:18])([F:17])[F:16])[CH:8]=1, predict the reaction product. The product is: [CH3:19][N:13]([C:9]1[N:10]=[CH:11][N:12]=[C:7]([C:1]#[N:2])[CH:8]=1)[CH2:14][C:15]([F:18])([F:17])[F:16].